This data is from Forward reaction prediction with 1.9M reactions from USPTO patents (1976-2016). The task is: Predict the product of the given reaction. (1) Given the reactants C[O:2][C:3]1[C:8]2[CH:9]=[C:10]([CH3:20])[N:11]([CH2:12][CH2:13][CH2:14][CH2:15][CH2:16][CH2:17][CH2:18][CH3:19])[C:7]=2[CH:6]=[CH:5][N:4]=1, predict the reaction product. The product is: [CH3:20][C:10]1[N:11]([CH2:12][CH2:13][CH2:14][CH2:15][CH2:16][CH2:17][CH2:18][CH3:19])[C:7]2[CH:6]=[CH:5][NH:4][C:3](=[O:2])[C:8]=2[CH:9]=1. (2) Given the reactants [F:1][C:2]([F:22])([F:21])[C:3]([N:5]([CH2:16][C:17]([F:20])([F:19])[F:18])[CH2:6][CH2:7][NH:8]C(=O)OC(C)(C)C)=[O:4].[ClH:23].C(OCC)(=O)C, predict the reaction product. The product is: [ClH:23].[NH2:8][CH2:7][CH2:6][N:5]([CH2:16][C:17]([F:18])([F:19])[F:20])[C:3](=[O:4])[C:2]([F:22])([F:1])[F:21]. (3) Given the reactants [Cl:1][C:2]1[CH:3]=[C:4]([C:9]([C:11]([F:14])([F:13])[F:12])=[CH2:10])[CH:5]=[C:6]([Cl:8])[CH:7]=1.[Br:15][C:16]1[CH:25]=[CH:24][C:19]([C:20](Cl)=[N:21][OH:22])=[CH:18][C:17]=1[CH3:26].C(=O)([O-])O.[K+], predict the reaction product. The product is: [Br:15][C:16]1[CH:25]=[CH:24][C:19]([C:20]2[CH2:10][C:9]([C:4]3[CH:3]=[C:2]([Cl:1])[CH:7]=[C:6]([Cl:8])[CH:5]=3)([C:11]([F:14])([F:12])[F:13])[O:22][N:21]=2)=[CH:18][C:17]=1[CH3:26]. (4) Given the reactants [I:1][C:2]1[CH:10]=[CH:9][C:5]([C:6](Cl)=[O:7])=[CH:4][CH:3]=1.C(N(CC)CC)C.[CH3:18][O:19][CH2:20][CH2:21][O:22][CH2:23][CH2:24][O:25][CH2:26][CH2:27][NH2:28], predict the reaction product. The product is: [I:1][C:2]1[CH:10]=[CH:9][C:5]([C:6]([NH:28][CH2:27][CH2:26][O:25][CH2:24][CH2:23][O:22][CH2:21][CH2:20][O:19][CH3:18])=[O:7])=[CH:4][CH:3]=1. (5) Given the reactants [Br:1][C:2]1[CH:3]=[C:4]([CH2:8][C:9]([OH:11])=[O:10])[CH:5]=[CH:6][CH:7]=1.[Si](C=[N+]=[N-])(C)(C)[CH3:13], predict the reaction product. The product is: [Br:1][C:2]1[CH:3]=[C:4]([CH2:8][C:9]([O:11][CH3:13])=[O:10])[CH:5]=[CH:6][CH:7]=1. (6) Given the reactants [Cl:1][C:2]1[N:7]=[C:6]([C:8]([NH:10][C:11]2[CH:19]=[C:18]([C:20]3[CH:28]=[CH:27][CH:26]=[C:25]4[C:21]=3[CH:22]=[CH:23][NH:24]4)[CH:17]=[C:16]3[C:12]=2[CH:13]=[N:14][NH:15]3)=[O:9])[C:5](F)=[CH:4][CH:3]=1.[CH3:30][NH:31][CH3:32].CCN(C(C)C)C(C)C, predict the reaction product. The product is: [Cl:1][C:2]1[N:7]=[C:6]([C:8]([NH:10][C:11]2[CH:19]=[C:18]([C:20]3[CH:28]=[CH:27][CH:26]=[C:25]4[C:21]=3[CH:22]=[CH:23][NH:24]4)[CH:17]=[C:16]3[C:12]=2[CH:13]=[N:14][NH:15]3)=[O:9])[C:5]([N:31]([CH3:32])[CH3:30])=[CH:4][CH:3]=1. (7) Given the reactants [CH3:1][N:2]1[CH2:7][CH2:6][C:5](=O)[CH2:4][CH2:3]1.[F:9][C:10]([F:20])([F:19])[C:11]1[CH:18]=[CH:17][C:14]([CH2:15][NH2:16])=[CH:13][CH:12]=1, predict the reaction product. The product is: [F:9][C:10]([F:19])([F:20])[C:11]1[CH:18]=[CH:17][C:14]([CH2:15][NH:16][CH:5]2[CH2:6][CH2:7][N:2]([CH3:1])[CH2:3][CH2:4]2)=[CH:13][CH:12]=1. (8) Given the reactants Br[CH2:2][C:3]([O:5]C)=[O:4].[CH:7]1([C:13]2[NH:14][CH:15]=[C:16]([C:18]3[CH:23]=[CH:22][C:21]([F:24])=[C:20]([CH3:25])[CH:19]=3)[N:17]=2)[CH2:12][CH2:11][CH2:10][CH2:9][CH2:8]1.C(=O)([O-])[O-].[K+].[K+], predict the reaction product. The product is: [CH:7]1([C:13]2[N:14]([CH2:2][C:3]([OH:5])=[O:4])[CH:15]=[C:16]([C:18]3[CH:23]=[CH:22][C:21]([F:24])=[C:20]([CH3:25])[CH:19]=3)[N:17]=2)[CH2:8][CH2:9][CH2:10][CH2:11][CH2:12]1.